From a dataset of Catalyst prediction with 721,799 reactions and 888 catalyst types from USPTO. Predict which catalyst facilitates the given reaction. (1) Reactant: [C:1]([NH:4][CH2:5][C:6]1[CH:11]=[CH:10][C:9]([C:12]([CH3:18])([CH3:17])[C:13]([O:15]C)=[O:14])=[CH:8][CH:7]=1)(=[O:3])[CH3:2].[OH-].[Na+]. Product: [C:1]([NH:4][CH2:5][C:6]1[CH:11]=[CH:10][C:9]([C:12]([CH3:18])([CH3:17])[C:13]([OH:15])=[O:14])=[CH:8][CH:7]=1)(=[O:3])[CH3:2]. The catalyst class is: 40. (2) Reactant: C(OC([N:8]1[CH2:13][CH2:12][CH:11]([C:14]2[CH:18]=[CH:17][O:16][C:15]=2[CH2:19]OS(C2C=CC(C)=CC=2)(=O)=O)[CH2:10][CH2:9]1)=O)(C)(C)C.C(=O)([O-])[O-].[K+].[K+].[Cl:37][C:38]1[CH:39]=C(O)C=[CH:42][CH:43]=1.[C:45]([OH:51])([C:47]([F:50])([F:49])[F:48])=[O:46]. Product: [Cl:37][C:38]1[CH:39]=[C:15]([CH:19]=[CH:42][CH:43]=1)[O:16][CH2:17][C:18]1[CH:47]=[CH:45][O:46][C:14]=1[CH:11]1[CH2:10][CH2:9][NH:8][CH2:13][CH2:12]1.[C:45]([OH:51])([C:47]([F:50])([F:49])[F:48])=[O:46]. The catalyst class is: 23. (3) Reactant: Br[C:2]1[S:3][C:4]2[C:5]([N:11]=1)=[N:6][CH:7]=[C:8]([Br:10])[N:9]=2.CCN(CC)CC.Cl.[NH2:20][CH2:21][C:22]([O:24][CH3:25])=[O:23]. Product: [Br:10][C:8]1[N:9]=[C:4]2[S:3][C:2]([NH:20][CH2:21][C:22]([O:24][CH3:25])=[O:23])=[N:11][C:5]2=[N:6][CH:7]=1. The catalyst class is: 14. (4) Reactant: [O:1]=[C:2]1[N:14]([CH:15]2[CH2:20][CH2:19][N:18]([C:21]([O:23][C@@H:24]([C:42]([OH:44])=[O:43])[CH2:25][C:26]3[CH:31]=[C:30]([CH3:32])[C:29]([O:33]CC4C=CC=CC=4)=[C:28]([CH3:41])[CH:27]=3)=[O:22])[CH2:17][CH2:16]2)[C:5]2[CH:6]=[N:7][C:8]3[CH:9]=[CH:10][CH:11]=[CH:12][C:13]=3[C:4]=2[NH:3]1.[H][H]. Product: [O:1]=[C:2]1[N:14]([CH:15]2[CH2:16][CH2:17][N:18]([C:21]([O:23][C@@H:24]([C:42]([OH:44])=[O:43])[CH2:25][C:26]3[CH:27]=[C:28]([CH3:41])[C:29]([OH:33])=[C:30]([CH3:32])[CH:31]=3)=[O:22])[CH2:19][CH2:20]2)[C:5]2[CH:6]=[N:7][C:8]3[CH:9]=[CH:10][CH:11]=[CH:12][C:13]=3[C:4]=2[NH:3]1. The catalyst class is: 358. (5) Product: [CH3:1][O:2][C:3]1[CH:4]=[C:5]([CH2:9][CH2:10][C:11]23[O:18][CH2:21][C@@H:20]([C:23]4[CH:28]=[CH:27][CH:26]=[CH:25][CH:24]=4)[N:19]2[C:15](=[O:17])[CH2:14][CH2:13][CH2:12]3)[CH:6]=[CH:7][CH:8]=1. Reactant: [CH3:1][O:2][C:3]1[CH:4]=[C:5]([CH2:9][CH2:10][C:11](=[O:18])[CH2:12][CH2:13][CH2:14][C:15]([OH:17])=O)[CH:6]=[CH:7][CH:8]=1.[NH2:19][C@H:20]([C:23]1[CH:28]=[CH:27][CH:26]=[CH:25][CH:24]=1)[CH2:21]O.O. The catalyst class is: 11.